Dataset: Full USPTO retrosynthesis dataset with 1.9M reactions from patents (1976-2016). Task: Predict the reactants needed to synthesize the given product. (1) The reactants are: [NH2:1][C:2]1[C:10]([Cl:11])=[C:9]([CH:12]=[O:13])[C:8]([C:14]([F:17])([F:16])[F:15])=[CH:7][C:3]=1[C:4]([OH:6])=O.C1C=CC2N(O)N=NC=2C=1.Cl.[Cl:29][C:30]1[CH:31]=[CH:32][C:33]([S:38]([CH2:41][CH3:42])(=[O:40])=[O:39])=[C:34]([CH:37]=1)[CH2:35][NH2:36].CCN(C(C)C)C(C)C.Cl.[OH-].[Na+]. Given the product [NH2:1][C:2]1[C:10]([Cl:11])=[C:9]([CH:12]=[O:13])[C:8]([C:14]([F:17])([F:16])[F:15])=[CH:7][C:3]=1[C:4]([NH:36][CH2:35][C:34]1[CH:37]=[C:30]([Cl:29])[CH:31]=[CH:32][C:33]=1[S:38]([CH2:41][CH3:42])(=[O:40])=[O:39])=[O:6], predict the reactants needed to synthesize it. (2) Given the product [Br:21][C:12]1[C:11]2[S:10][C:9]([C:3]3[C:2]([Cl:1])=[CH:7][CH:6]=[CH:5][C:4]=3[Cl:8])=[N:17][C:16]=2[CH:15]=[CH:14][N:13]=1, predict the reactants needed to synthesize it. The reactants are: [Cl:1][C:2]1[CH:7]=[CH:6][CH:5]=[C:4]([Cl:8])[C:3]=1[C:9]1[S:10][C:11]2[C:12](=O)[NH:13][CH:14]=[CH:15][C:16]=2[N:17]=1.P(Br)(Br)([Br:21])=O.